From a dataset of Catalyst prediction with 721,799 reactions and 888 catalyst types from USPTO. Predict which catalyst facilitates the given reaction. (1) Product: [NH2:1][C:2]1[C:3]([Cl:13])=[CH:4][C:5]([Br:14])=[C:6]2[C:11]=1[CH:10]=[C:9]([OH:12])[CH:8]=[CH:7]2. Reactant: [NH2:1][C:2]1[C:3]([Cl:13])=[CH:4][CH:5]=[C:6]2[C:11]=1[CH:10]=[C:9]([OH:12])[CH:8]=[CH:7]2.[Br:14]N1C(=O)CCC1=O.O. The catalyst class is: 7. (2) Reactant: [C:1]([O:4][CH2:5][C@H:6]1[CH2:11][C@@H:10]([O:12][C:13](=[O:15])[CH3:14])[CH2:9][CH2:8][C@@:7]1([C@H:17]1[CH2:25][CH2:24][C@@:23]2([CH3:26])[C@@H:19]([CH2:20][CH2:21][C:22]2=[CH2:27])[C@@H:18]1[CH2:28]O)[CH3:16])(=[O:3])[CH3:2].C[CH2:31][N:32](CC)CC.CS(Cl)(=O)=O.[C-]#N.[K+]. Product: [C:1]([O:4][CH2:5][C@H:6]1[CH2:11][C@@H:10]([O:12][C:13](=[O:15])[CH3:14])[CH2:9][CH2:8][C@@:7]1([C@H:17]1[CH2:25][CH2:24][C@@:23]2([CH3:26])[C@@H:19]([CH2:20][CH2:21][C:22]2=[CH2:27])[C@@H:18]1[CH2:28][C:31]#[N:32])[CH3:16])(=[O:3])[CH3:2]. The catalyst class is: 2.